The task is: Predict the product of the given reaction.. This data is from Forward reaction prediction with 1.9M reactions from USPTO patents (1976-2016). (1) Given the reactants [CH3:1][C:2]1[N:3]=[C:4]([NH:7][C:8]2[CH:13]=[C:12]([OH:14])[CH:11]=[CH:10][N:9]=2)[S:5][CH:6]=1.F[C:16]1[CH:23]=[CH:22][CH:21]=[CH:20][C:17]=1[C:18]#[N:19].C(=O)([O-])[O-].[K+].[K+].Cl, predict the reaction product. The product is: [CH3:1][C:2]1[N:3]=[C:4]([NH:7][C:8]2[CH:13]=[C:12]([O:14][C:16]3[CH:23]=[CH:22][CH:21]=[CH:20][C:17]=3[C:18]#[N:19])[CH:11]=[CH:10][N:9]=2)[S:5][CH:6]=1. (2) The product is: [Cl:2][C:3]1[C:8]([Cl:9])=[CH:7][CH:6]=[CH:5][C:4]=1[N:10]1[CH2:15][CH2:14][N:13]([CH2:26][CH2:27][CH2:28][CH2:29][C:30]([N:32]2[C:40]3[C:35](=[CH:36][CH:37]=[CH:38][CH:39]=3)[CH2:34][CH2:33]2)=[O:31])[CH2:12][CH2:11]1. Given the reactants Cl.[Cl:2][C:3]1[C:8]([Cl:9])=[CH:7][CH:6]=[CH:5][C:4]=1[N:10]1[CH2:15][CH2:14][NH:13][CH2:12][CH2:11]1.C(N(C(C)C)CC)(C)C.Br[CH2:26][CH2:27][CH2:28][CH2:29][C:30]([N:32]1[C:40]2[C:35](=[CH:36][CH:37]=[CH:38][CH:39]=2)[CH2:34][CH2:33]1)=[O:31], predict the reaction product. (3) Given the reactants [NH2:1][C:2]1[CH:7]=[CH:6][C:5]([CH:8]2[CH2:13][CH2:12]C[CH:10]([CH2:14][C:15]([O:17][CH2:18][CH3:19])=[O:16])[CH2:9]2)=[CH:4][CH:3]=1.C1(C(=NC2C=CC([C@H]3CCC(=CC(OCC)=O)C3)=CC=2)C2C=CC=CC=2)C=CC=CC=1, predict the reaction product. The product is: [NH2:1][C:2]1[CH:3]=[CH:4][C:5]([C@H:8]2[CH2:13][CH2:12][C:10](=[CH:14][C:15]([O:17][CH2:18][CH3:19])=[O:16])[CH2:9]2)=[CH:6][CH:7]=1. (4) The product is: [CH3:50][O:51][C:52]1[CH:53]=[CH:54][C:55]2[O:64][C:63]3[C:62](=[O:65])[NH:61][C:60]([C@@H:66]4[CH2:70][CH2:69][CH2:68][NH:67]4)=[N:59][C:58]=3[C:56]=2[CH:57]=1. Given the reactants BrC1C=CC2OC3C(=O)NC(C4CCNCC4)=NC=3C=2C=1.BrC1C=CC2OC3C(=O)NC(C4CCN(C(OC(C)(C)C)=O)CC4)=NC=3C=2C=1.[CH3:50][O:51][C:52]1[CH:53]=[CH:54][C:55]2[O:64][C:63]3[C:62](=[O:65])[NH:61][C:60]([C@@H:66]4[CH2:70][CH2:69][CH2:68][N:67]4C(OC(C)(C)C)=O)=[N:59][C:58]=3[C:56]=2[CH:57]=1, predict the reaction product. (5) Given the reactants [C:1]([O:5][C:6]([N:8]1[CH2:13][CH2:12][CH:11]([CH2:14][CH2:15][C:16]([N:18]2[CH2:23][CH2:22][CH2:21][C@@H:20]([C:24](O)=[O:25])[CH2:19]2)=[O:17])[CH2:10][CH2:9]1)=[O:7])([CH3:4])([CH3:3])[CH3:2].ClC(OCC(C)C)=O.CN1CCOCC1.Cl.[CH3:43][O:44][C:45](=[O:60])[C@@H:46]([NH:49][C:50]([O:52][CH2:53][C:54]1[CH:59]=[CH:58][CH:57]=[CH:56][CH:55]=1)=[O:51])[CH2:47][NH2:48].C[Si](C)(C)NC(=O)C, predict the reaction product. The product is: [CH3:43][O:44][C:45](=[O:60])[C@@H:46]([NH:49][C:50]([O:52][CH2:53][C:54]1[CH:55]=[CH:56][CH:57]=[CH:58][CH:59]=1)=[O:51])[CH2:47][NH:48][C:24]([C@@H:20]1[CH2:21][CH2:22][CH2:23][N:18]([C:16](=[O:17])[CH2:15][CH2:14][CH:11]2[CH2:12][CH2:13][N:8]([C:6]([O:5][C:1]([CH3:3])([CH3:2])[CH3:4])=[O:7])[CH2:9][CH2:10]2)[CH2:19]1)=[O:25]. (6) Given the reactants [CH:1]([C:4]1[CH:5]=[C:6]2[C:11](=[C:12](Br)[CH:13]=1)[N:10]=[CH:9][CH:8]=[CH:7]2)([CH3:3])[CH3:2].[OH:15][CH2:16][C:17]1[CH:18]=[C:19](B(O)O)[CH:20]=[CH:21][CH:22]=1.C([O-])([O-])=O.[Na+].[Na+].COCCOC, predict the reaction product. The product is: [CH:1]([C:4]1[CH:5]=[C:6]2[C:11](=[C:12]([C:21]3[CH:20]=[CH:19][CH:18]=[C:17]([CH2:16][OH:15])[CH:22]=3)[CH:13]=1)[N:10]=[CH:9][CH:8]=[CH:7]2)([CH3:3])[CH3:2]. (7) The product is: [CH3:1][N:2]1[CH2:3][CH2:4][N:5]([C:8]2[C:9](=[CH:27][CH2:26][CH3:28])[C:10]([N:19]3[CH2:20][CH2:21][N:22]([CH3:25])[CH2:23][CH2:24]3)=[N:11][C:12]3[CH:18]=[CH:17][CH:16]=[CH:15][C:13]=3[N:14]=2)[CH2:6][CH2:7]1. Given the reactants [CH3:1][N:2]1[CH2:7][CH2:6][N:5]([C:8]2[CH2:9][C:10]([N:19]3[CH2:24][CH2:23][N:22]([CH3:25])[CH2:21][CH2:20]3)=[N:11][C:12]3[CH:18]=[CH:17][CH:16]=[CH:15][C:13]=3[N:14]=2)[CH2:4][CH2:3]1.[CH:26]([N-]C(C)C)([CH3:28])[CH3:27].[Li+].C(=O)CC.C(N(CC)CC)C.[OH-].[Na+].Cl, predict the reaction product.